The task is: Predict the product of the given reaction.. This data is from Forward reaction prediction with 1.9M reactions from USPTO patents (1976-2016). (1) Given the reactants [NH2:1][C:2]1([C:15](=[O:17])[NH2:16])[CH2:7][CH2:6][N:5]([C:8]([O:10][C:11]([CH3:14])([CH3:13])[CH3:12])=[O:9])[CH2:4][CH2:3]1.[Cl:18][CH2:19][C:20](OC)(OC)OC.C(O)(=O)C, predict the reaction product. The product is: [Cl:18][CH2:19][C:20]1[NH:16][C:15](=[O:17])[C:2]2([CH2:7][CH2:6][N:5]([C:8]([O:10][C:11]([CH3:12])([CH3:13])[CH3:14])=[O:9])[CH2:4][CH2:3]2)[N:1]=1. (2) Given the reactants Cl[C:2]1[N:3]=[C:4]([NH:12][CH2:13][CH:14]2[CH2:17][N:16]([C:18](=[O:21])[CH:19]=[CH2:20])[CH2:15]2)[C:5]2[N:10]([CH3:11])[CH:9]=[CH:8][C:6]=2[N:7]=1.[CH3:22][N:23]1[CH:27]=[C:26]([NH2:28])[CH:25]=[N:24]1.FC(F)(F)C(O)=O, predict the reaction product. The product is: [CH3:11][N:10]1[C:5]2[C:4]([NH:12][CH2:13][CH:14]3[CH2:17][N:16]([C:18](=[O:21])[CH:19]=[CH2:20])[CH2:15]3)=[N:3][C:2]([NH:28][C:26]3[CH:25]=[N:24][N:23]([CH3:22])[CH:27]=3)=[N:7][C:6]=2[CH:8]=[CH:9]1. (3) The product is: [Br:1][C:2]1[CH:3]=[CH:4][C:5]2[S:10][CH2:9][C:8](=[O:11])[N:7]([CH3:14])[C:6]=2[CH:12]=1. Given the reactants [Br:1][C:2]1[CH:3]=[CH:4][C:5]2[S:10][CH2:9][C:8](=[O:11])[NH:7][C:6]=2[CH:12]=1.Cl[C:14]1C=C(C)C2OC(=O)NC=2C=1, predict the reaction product.